Dataset: Reaction yield outcomes from USPTO patents with 853,638 reactions. Task: Predict the reaction yield, written as a fraction of the theoretical maximum amount of product (1.0 means a 100% yield; for example, 0.34 means a 34% yield). (1) The reactants are [CH:1]1([N:4]2[C:13](=[O:14])[C:12]3[C:7](=[CH:8][CH:9]=[CH:10][CH:11]=3)[N:6]([CH2:15][C:16]3[N:20]([CH2:21][CH2:22][CH:23]([CH3:25])[CH3:24])[C:19]4[CH:26]=[CH:27][C:28]([C:30](O)=[O:31])=[CH:29][C:18]=4[N:17]=3)[C:5]2=[O:33])[CH2:3][CH2:2]1.CN1CCOCC1.ClC(OCC(C)C)=O.[BH4-].[Na+]. The catalyst is C(Cl)Cl.O. The product is [CH:1]1([N:4]2[C:13](=[O:14])[C:12]3[C:7](=[CH:8][CH:9]=[CH:10][CH:11]=3)[N:6]([CH2:15][C:16]3[N:20]([CH2:21][CH2:22][CH:23]([CH3:25])[CH3:24])[C:19]4[CH:26]=[CH:27][C:28]([CH2:30][OH:31])=[CH:29][C:18]=4[N:17]=3)[C:5]2=[O:33])[CH2:3][CH2:2]1. The yield is 0.520. (2) The reactants are [CH3:1][O:2][C:3]1[CH:8]=[CH:7][C:6]([CH:9]([NH:81]C(=O)OCC)[C:10]2[CH:15]=[CH:14][C:13]([O:16][CH2:17][CH:18]3[CH2:23][CH:22]([O:24][CH2:25][CH2:26][CH2:27][CH2:28][CH2:29][CH2:30][CH2:31][CH2:32][CH2:33][CH2:34][CH2:35][CH2:36][CH2:37][CH2:38][CH2:39][CH2:40][CH2:41][CH3:42])[CH:21]([O:43][CH2:44][CH2:45][CH2:46][CH2:47][CH2:48][CH2:49][CH2:50][CH2:51][CH2:52][CH2:53][CH2:54][CH2:55][CH2:56][CH2:57][CH2:58][CH2:59][CH2:60][CH3:61])[CH:20]([O:62][CH2:63][CH2:64][CH2:65][CH2:66][CH2:67][CH2:68][CH2:69][CH2:70][CH2:71][CH2:72][CH2:73][CH2:74][CH2:75][CH2:76][CH2:77][CH2:78][CH2:79][CH3:80])[CH2:19]3)=[CH:12][CH:11]=2)=[CH:5][CH:4]=1.C(O)C.[OH-].[Na+]. The catalyst is C1(C)C=CC=CC=1. The product is [CH3:1][O:2][C:3]1[CH:8]=[CH:7][C:6]([CH:9]([NH2:81])[C:10]2[CH:11]=[CH:12][C:13]([O:16][CH2:17][CH:18]3[CH2:19][CH:20]([O:62][CH2:63][CH2:64][CH2:65][CH2:66][CH2:67][CH2:68][CH2:69][CH2:70][CH2:71][CH2:72][CH2:73][CH2:74][CH2:75][CH2:76][CH2:77][CH2:78][CH2:79][CH3:80])[CH:21]([O:43][CH2:44][CH2:45][CH2:46][CH2:47][CH2:48][CH2:49][CH2:50][CH2:51][CH2:52][CH2:53][CH2:54][CH2:55][CH2:56][CH2:57][CH2:58][CH2:59][CH2:60][CH3:61])[CH:22]([O:24][CH2:25][CH2:26][CH2:27][CH2:28][CH2:29][CH2:30][CH2:31][CH2:32][CH2:33][CH2:34][CH2:35][CH2:36][CH2:37][CH2:38][CH2:39][CH2:40][CH2:41][CH3:42])[CH2:23]3)=[CH:14][CH:15]=2)=[CH:5][CH:4]=1. The yield is 1.00. (3) The reactants are [CH3:1][O:2][CH2:3][CH2:4][O:5][C:6]1[CH:7]=[C:8]2[C:12](=[C:13]([N+:15]([O-])=O)[CH:14]=1)[N:11]([C:18]([O:20][C:21]([CH3:24])([CH3:23])[CH3:22])=[O:19])[C:10]([C:25]([O:27][CH2:28][CH3:29])=[O:26])=[CH:9]2. The catalyst is [C].[Pd].O1CCCC1. The product is [NH2:15][C:13]1[CH:14]=[C:6]([O:5][CH2:4][CH2:3][O:2][CH3:1])[CH:7]=[C:8]2[C:12]=1[N:11]([C:18]([O:20][C:21]([CH3:22])([CH3:24])[CH3:23])=[O:19])[CH:10]([C:25]([O:27][CH2:28][CH3:29])=[O:26])[CH2:9]2. The yield is 0.890. (4) The reactants are [H-].[Na+].[Si:3]([O:10][CH2:11][CH:12]([OH:46])[CH2:13][N:14]1[C:22](=[O:23])[C:21]2[N:20]([CH2:24][C:25]3[CH:30]=[CH:29][C:28]([Cl:31])=[CH:27][CH:26]=3)[C:19]([O:32][C:33]3[CH:38]=[CH:37][CH:36]=[C:35]([O:39][C:40]([F:43])([F:42])[F:41])[CH:34]=3)=[N:18][C:17]=2[N:16]([CH3:44])[C:15]1=[O:45])([C:6]([CH3:9])([CH3:8])[CH3:7])([CH3:5])[CH3:4].I[CH3:48]. The catalyst is C1COCC1. The product is [Si:3]([O:10][CH2:11][CH:12]([O:46][CH3:48])[CH2:13][N:14]1[C:22](=[O:23])[C:21]2[N:20]([CH2:24][C:25]3[CH:26]=[CH:27][C:28]([Cl:31])=[CH:29][CH:30]=3)[C:19]([O:32][C:33]3[CH:38]=[CH:37][CH:36]=[C:35]([O:39][C:40]([F:41])([F:43])[F:42])[CH:34]=3)=[N:18][C:17]=2[N:16]([CH3:44])[C:15]1=[O:45])([C:6]([CH3:7])([CH3:8])[CH3:9])([CH3:4])[CH3:5]. The yield is 1.00. (5) The reactants are [F:1][C:2]1[CH:3]=[C:4]([CH:12]=[CH:13][CH:14]=1)[O:5][CH:6]1[CH2:11][CH2:10][CH2:9][CH2:8][O:7]1.[Li][CH2:16]CCC.CI. The catalyst is C1COCC1. The product is [F:1][C:2]1[C:3]([CH3:16])=[C:4]([CH:12]=[CH:13][CH:14]=1)[O:5][CH:6]1[CH2:11][CH2:10][CH2:9][CH2:8][O:7]1. The yield is 0.900.